Dataset: Full USPTO retrosynthesis dataset with 1.9M reactions from patents (1976-2016). Task: Predict the reactants needed to synthesize the given product. (1) Given the product [Cl:1][C:2]1[CH:3]=[C:4]2[C:8](=[C:9]([N+:11]([O-:13])=[O:12])[CH:10]=1)[NH:7][C:6]([C:14]1[CH:15]=[CH:16][CH:17]=[CH:18][CH:19]=1)=[C:5]2[CH2:20][N:22]1[CH2:27][CH2:26][O:25][CH2:24][CH2:23]1, predict the reactants needed to synthesize it. The reactants are: [Cl:1][C:2]1[CH:3]=[C:4]2[C:8](=[C:9]([N+:11]([O-:13])=[O:12])[CH:10]=1)[NH:7][C:6]([C:14]1[CH:19]=[CH:18][CH:17]=[CH:16][CH:15]=1)=[C:5]2[CH:20]=O.[NH:22]1[CH2:27][CH2:26][O:25][CH2:24][CH2:23]1. (2) Given the product [Cl:1][C:2]1[CH:20]=[CH:19][C:5]([O:6][C:7]2[CH:14]=[C:13]([CH:15]([OH:18])[CH2:16][CH3:17])[CH:12]=[CH:11][C:8]=2[CH2:9][NH:24][CH3:23])=[C:4]([CH3:21])[C:3]=1[CH3:22], predict the reactants needed to synthesize it. The reactants are: [Cl:1][C:2]1[CH:20]=[CH:19][C:5]([O:6][C:7]2[CH:14]=[C:13]([CH:15]([OH:18])[CH2:16][CH3:17])[CH:12]=[CH:11][C:8]=2[CH:9]=O)=[C:4]([CH3:21])[C:3]=1[CH3:22].[CH3:23][NH2:24].C(O)(=O)C.[BH-](OC(C)=O)(OC(C)=O)OC(C)=O.[Na+]. (3) Given the product [C:29]([N:6]1[CH2:5][CH2:4][N:3]([C:9]2[CH:14]=[CH:13][C:12]([N:15]3[CH2:19][C@H:18]([CH2:20][O:21][C:22]4[CH:26]=[CH:25][O:24][N:23]=4)[O:17][C:16]3=[O:27])=[CH:11][C:10]=2[F:28])[CH2:8][CH2:7]1)(=[O:31])[CH3:30], predict the reactants needed to synthesize it. The reactants are: Cl.Cl.[N:3]1([C:9]2[CH:14]=[CH:13][C:12]([N:15]3[CH2:19][C@H:18]([CH2:20][O:21][C:22]4[CH:26]=[CH:25][O:24][N:23]=4)[O:17][C:16]3=[O:27])=[CH:11][C:10]=2[F:28])[CH2:8][CH2:7][NH:6][CH2:5][CH2:4]1.[C:29](Cl)(=[O:31])[CH3:30]. (4) Given the product [Br:1][C:2]1[C:11]2[O:10][CH2:9][C:8](=[O:22])[NH:7][C:6]=2[CH:5]=[C:4]([Cl:12])[CH:3]=1, predict the reactants needed to synthesize it. The reactants are: [Br:1][C:2]1[C:11]2[O:10][CH2:9][CH2:8][NH:7][C:6]=2[CH:5]=[C:4]([Cl:12])[CH:3]=1.NC1C=C(Cl)C=C(Br)C=1[OH:22].ClCC(Cl)=O. (5) Given the product [NH2:37][C:38]1([C:49]2[CH:50]=[CH:51][C:52]([C:55]3[O:56][C:57]4[C:69]([C:70]#[N:71])=[CH:68][CH:67]=[CH:66][C:58]=4[C:59]=3[C:60]3[CH:65]=[CH:64][CH:63]=[CH:62][CH:61]=3)=[CH:53][CH:54]=2)[CH2:41][NH:40][CH2:39]1, predict the reactants needed to synthesize it. The reactants are: NC1(C2C=CC(C3OC4C=CC(C(N)=O)=CC=4C=3C3C=CC=CC=3)=CC=2)CCC1.C(OC([NH:37][C:38]1([C:49]2[CH:54]=[CH:53][C:52]([C:55]3[O:56][C:57]4[C:69]([C:70]#[N:71])=[CH:68][CH:67]=[CH:66][C:58]=4[C:59]=3[C:60]3[CH:65]=[CH:64][CH:63]=[CH:62][CH:61]=3)=[CH:51][CH:50]=2)[CH2:41][N:40](C(OC(C)(C)C)=O)[CH2:39]1)=O)(C)(C)C. (6) Given the product [CH2:18]([O:8][C:6]1[CH:7]=[C:2]([F:1])[CH:3]=[CH:4][C:5]=1[N+:9]([O-:11])=[O:10])[CH3:19], predict the reactants needed to synthesize it. The reactants are: [F:1][C:2]1[CH:3]=[CH:4][C:5]([N+:9]([O-:11])=[O:10])=[C:6]([OH:8])[CH:7]=1.C([O-])([O-])=O.[K+].[K+].[CH2:18](I)[CH3:19].O. (7) Given the product [CH3:1][O:2][C:3]([C:5]1([CH:11]=[N:27][O:26][CH2:19][C:20]2[CH:25]=[CH:24][CH:23]=[CH:22][CH:21]=2)[CH2:6][CH2:7][CH2:8][CH2:9][CH2:10]1)=[O:4], predict the reactants needed to synthesize it. The reactants are: [CH3:1][O:2][C:3]([C:5]1([CH:11]=O)[CH2:10][CH2:9][CH2:8][CH2:7][CH2:6]1)=[O:4].C([O-])(=O)C.[Na+].Cl.[CH2:19]([O:26][NH2:27])[C:20]1[CH:25]=[CH:24][CH:23]=[CH:22][CH:21]=1. (8) Given the product [C:19]([C:2]1[C:10]2[C:5](=[CH:6][N:7]=[CH:8][CH:9]=2)[N:4]([CH2:11][C:12]([O:14][C:15]([CH3:18])([CH3:17])[CH3:16])=[O:13])[N:3]=1)#[N:20], predict the reactants needed to synthesize it. The reactants are: I[C:2]1[C:10]2[C:5](=[CH:6][N:7]=[CH:8][CH:9]=2)[N:4]([CH2:11][C:12]([O:14][C:15]([CH3:18])([CH3:17])[CH3:16])=[O:13])[N:3]=1.[CH3:19][N:20](C=O)C. (9) Given the product [NH2:31][C:26]1[C:27]([OH:30])=[N:28][CH:29]=[C:24]([CH:25]=1)[C:22]([NH:21][C@@H:13]([C:4]1[CH:5]=[CH:6][C:7]([O:8][C:9]([F:12])([F:11])[F:10])=[C:2]([F:1])[CH:3]=1)[C:14]1[C:19]([F:20])=[CH:18][CH:17]=[CH:16][N:15]=1)=[O:23], predict the reactants needed to synthesize it. The reactants are: [F:1][C:2]1[CH:3]=[C:4]([C@H:13]([NH:21][C:22]([C:24]2[CH:25]=[C:26]([NH:31]C(=O)OC(C)(C)C)[C:27]([OH:30])=[N:28][CH:29]=2)=[O:23])[C:14]2[C:19]([F:20])=[CH:18][CH:17]=[CH:16][N:15]=2)[CH:5]=[CH:6][C:7]=1[O:8][C:9]([F:12])([F:11])[F:10].C(O)(C(F)(F)F)=O.CCOC(C)=O. (10) Given the product [N:31]([CH2:6][C:7]1[CH:12]=[C:11]([NH:13][C:14]([NH:16][CH2:17][CH3:18])=[O:15])[N:10]=[CH:9][C:8]=1[C:19]1[CH:20]=[N:21][CH:22]=[C:23]([C:25]2[O:26][C:27](=[O:30])[NH:28][N:29]=2)[CH:24]=1)=[N+:32]=[N-:33], predict the reactants needed to synthesize it. The reactants are: CS(O[CH2:6][C:7]1[CH:12]=[C:11]([NH:13][C:14]([NH:16][CH2:17][CH3:18])=[O:15])[N:10]=[CH:9][C:8]=1[C:19]1[CH:20]=[N:21][CH:22]=[C:23]([C:25]2[O:26][C:27](=[O:30])[NH:28][N:29]=2)[CH:24]=1)(=O)=O.[N-:31]=[N+:32]=[N-:33].[Na+].